From a dataset of Reaction yield outcomes from USPTO patents with 853,638 reactions. Predict the reaction yield, written as a fraction of the theoretical maximum amount of product (1.0 means a 100% yield; for example, 0.34 means a 34% yield). (1) The reactants are [F:1][C:2]([F:29])([F:28])[O:3][C:4]1[CH:9]=[CH:8][C:7]([O:10][C:11](=[O:27])[N:12]([CH2:25][CH3:26])[CH:13]2[CH2:22][CH2:21][C:20]3[C:15](=[CH:16][CH:17]=[C:18]([O:23]C)[CH:19]=3)[CH2:14]2)=[CH:6][CH:5]=1.B(Br)(Br)Br.C(Cl)Cl. The catalyst is C(Cl)Cl. The product is [F:1][C:2]([F:28])([F:29])[O:3][C:4]1[CH:5]=[CH:6][C:7]([O:10][C:11](=[O:27])[N:12]([CH2:25][CH3:26])[CH:13]2[CH2:22][CH2:21][C:20]3[C:15](=[CH:16][CH:17]=[C:18]([OH:23])[CH:19]=3)[CH2:14]2)=[CH:8][CH:9]=1. The yield is 0.750. (2) The reactants are [NH2:1][C:2]1[N:7]=[CH:6][C:5]([N:8]2[CH2:11][CH:10]([OH:12])[CH2:9]2)=[CH:4][CH:3]=1.Br[C:14]1[C:15](=[O:22])[N:16]([CH3:21])[CH:17]=[C:18]([Br:20])[CH:19]=1.CC1(C)C2C(=C(P(C3C=CC=CC=3)C3C=CC=CC=3)C=CC=2)OC2C(P(C3C=CC=CC=3)C3C=CC=CC=3)=CC=CC1=2.C([O-])([O-])=O.[Cs+].[Cs+]. The catalyst is C1C=CC(/C=C/C(/C=C/C2C=CC=CC=2)=O)=CC=1.C1C=CC(/C=C/C(/C=C/C2C=CC=CC=2)=O)=CC=1.C1C=CC(/C=C/C(/C=C/C2C=CC=CC=2)=O)=CC=1.[Pd].[Pd].O1CCOCC1. The product is [Br:20][C:18]1[CH:19]=[C:14]([NH:1][C:2]2[CH:3]=[CH:4][C:5]([N:8]3[CH2:9][CH:10]([OH:12])[CH2:11]3)=[CH:6][N:7]=2)[C:15](=[O:22])[N:16]([CH3:21])[CH:17]=1. The yield is 0.890. (3) The reactants are [NH2:1][C:2]1([CH2:9][C:10]([O:12][CH3:13])=[O:11])[CH2:7][CH2:6][CH2:5][N:4]([CH3:8])[CH2:3]1.CC[N:16]([CH:20](C)C)[CH:17]([CH3:19])[CH3:18].ClC(Cl)([O:26]C(=O)OC(Cl)(Cl)Cl)Cl.[CH2:35](NC1C=CC=CC=1)[CH2:36][CH2:37][CH2:38][CH2:39][CH2:40][CH2:41][CH3:42].[CH2:50]1[CH2:54]OC[CH2:51]1. No catalyst specified. The product is [CH3:8][N:4]1[CH2:5][CH2:6][CH2:7][C:2]([CH2:9][C:10]([O:12][CH3:13])=[O:11])([NH:1][C:20]([NH:16][C:17]2[CH:18]=[CH:54][C:50]([CH2:35][CH2:36][CH2:37][CH2:38][CH2:39][CH2:40][CH2:41][CH3:42])=[CH:51][CH:19]=2)=[O:26])[CH2:3]1. The yield is 0.560. (4) The reactants are [C:1]1([C:7]2[O:11][N:10]=[C:9]([C:12]([NH:14][CH2:15][CH2:16][CH2:17][NH:18]C(=O)OC(C)(C)C)=[O:13])[CH:8]=2)[CH:6]=[CH:5][CH:4]=[CH:3][CH:2]=1.C(Cl)Cl.Cl. The catalyst is O1CCOCC1. The product is [NH2:18][CH2:17][CH2:16][CH2:15][NH:14][C:12]([C:9]1[CH:8]=[C:7]([C:1]2[CH:6]=[CH:5][CH:4]=[CH:3][CH:2]=2)[O:11][N:10]=1)=[O:13]. The yield is 1.00. (5) The reactants are [Br:1][C:2]1[CH:3]=[C:4]([N+:18]([O-:20])=[O:19])[C:5](C2C=CC(C(OC)=O)=CC=2)=[N:6][CH:7]=1.[F:21][C:22]1[CH:27]=[C:26]([S:28]([CH3:31])(=[O:30])=[O:29])[CH:25]=[CH:24][C:23]=1B1OC(C)(C)C(C)(C)O1. No catalyst specified. The product is [Br:1][C:2]1[CH:3]=[C:4]([N+:18]([O-:20])=[O:19])[C:5]([C:23]2[CH:24]=[CH:25][C:26]([S:28]([CH3:31])(=[O:29])=[O:30])=[CH:27][C:22]=2[F:21])=[N:6][CH:7]=1. The yield is 0.130.